Task: Predict which catalyst facilitates the given reaction.. Dataset: Catalyst prediction with 721,799 reactions and 888 catalyst types from USPTO (1) Reactant: [N+:1]([C:4]1[CH:12]=[CH:11][C:7]([C:8](Cl)=[O:9])=[CH:6][CH:5]=1)([O-:3])=[O:2].[CH2:13]([CH2:15][NH2:16])[OH:14]. Product: [N+:1]([C:4]1[CH:12]=[CH:11][C:7]([C:8]([NH:16][CH2:15][CH2:13][OH:14])=[O:9])=[CH:6][CH:5]=1)([O-:3])=[O:2]. The catalyst class is: 22. (2) Reactant: FC(F)(F)C(OC(=O)C(F)(F)F)=O.C(OC([N:21]1[CH:25]=[C:24]([C:26]2[C:35]3[C:30](=[CH:31][CH:32]=[CH:33][CH:34]=3)[C:29]([C:36]3[CH2:40][C:39]([C:45]4[CH:50]=[C:49]([Cl:51])[CH:48]=[C:47]([Cl:52])[CH:46]=4)([C:41]([F:44])([F:43])[F:42])[O:38][N:37]=3)=[CH:28][CH:27]=2)[CH:23]=[N:22]1)=O)(C)(C)C.[OH-].[Na+]. Product: [Cl:51][C:49]1[CH:50]=[C:45]([C:39]2([C:41]([F:43])([F:42])[F:44])[O:38][N:37]=[C:36]([C:29]3[C:30]4[C:35](=[CH:34][CH:33]=[CH:32][CH:31]=4)[C:26]([C:24]4[CH:23]=[N:22][NH:21][CH:25]=4)=[CH:27][CH:28]=3)[CH2:40]2)[CH:46]=[C:47]([Cl:52])[CH:48]=1. The catalyst class is: 4. (3) Reactant: [CH2:1]([O:3][C:4]1[CH:9]=[CH:8][C:7]([NH:10][C:11](=[O:23])[CH2:12][O:13][C:14]2[CH:19]=[CH:18][CH:17]=[C:16]([O:20][CH2:21][CH3:22])[CH:15]=2)=[C:6]([N+:24]([O-])=O)[CH:5]=1)[CH3:2]. Product: [NH2:24][C:6]1[CH:5]=[C:4]([O:3][CH2:1][CH3:2])[CH:9]=[CH:8][C:7]=1[NH:10][C:11](=[O:23])[CH2:12][O:13][C:14]1[CH:19]=[CH:18][CH:17]=[C:16]([O:20][CH2:21][CH3:22])[CH:15]=1. The catalyst class is: 350. (4) Reactant: [O-:1][CH2:2][CH3:3].[Na+].[Na].[CH3:6][C:7]([O:11][C:12]1[CH:17]=[CH:16][CH:15]=[CH:14][CH:13]=1)([CH3:10])[C:8]#[N:9].C(O)(=O)C.[NH2:22][C:23]#N. Product: [C:23]([N:9]=[C:8]([O:1][CH2:2][CH3:3])[C:7]([CH3:6])([O:11][C:12]1[CH:17]=[CH:16][CH:15]=[CH:14][CH:13]=1)[CH3:10])#[N:22]. The catalyst class is: 8. (5) Reactant: [N+:1]([C:4]1[CH:11]=[CH:10][CH:9]=[CH:8][C:5]=1[CH:6]=O)([O-:3])=[O:2].[NH2:12][CH2:13][CH:14]1[CH2:19][CH2:18][N:17]([C:20]([O:22][C:23]([CH3:26])([CH3:25])[CH3:24])=[O:21])[CH2:16][CH2:15]1.C([BH3-])#N.[Na+].C(Cl)(Cl)Cl.CO. Product: [N+:1]([C:4]1[CH:11]=[CH:10][CH:9]=[CH:8][C:5]=1[CH2:6][NH:12][CH2:13][CH:14]1[CH2:19][CH2:18][N:17]([C:20]([O:22][C:23]([CH3:26])([CH3:25])[CH3:24])=[O:21])[CH2:16][CH2:15]1)([O-:3])=[O:2]. The catalyst class is: 5.